This data is from NCI-60 drug combinations with 297,098 pairs across 59 cell lines. The task is: Regression. Given two drug SMILES strings and cell line genomic features, predict the synergy score measuring deviation from expected non-interaction effect. (1) Drug 1: CNC(=O)C1=NC=CC(=C1)OC2=CC=C(C=C2)NC(=O)NC3=CC(=C(C=C3)Cl)C(F)(F)F. Drug 2: COCCOC1=C(C=C2C(=C1)C(=NC=N2)NC3=CC=CC(=C3)C#C)OCCOC.Cl. Cell line: M14. Synergy scores: CSS=0.631, Synergy_ZIP=-0.0571, Synergy_Bliss=0.750, Synergy_Loewe=-0.824, Synergy_HSA=-0.776. (2) Drug 1: C1=C(C(=O)NC(=O)N1)F. Drug 2: CC12CCC3C(C1CCC2OP(=O)(O)O)CCC4=C3C=CC(=C4)OC(=O)N(CCCl)CCCl.[Na+]. Cell line: MCF7. Synergy scores: CSS=34.2, Synergy_ZIP=11.9, Synergy_Bliss=12.4, Synergy_Loewe=-3.12, Synergy_HSA=6.99. (3) Drug 1: CN(C)N=NC1=C(NC=N1)C(=O)N. Drug 2: C1=NC2=C(N=C(N=C2N1C3C(C(C(O3)CO)O)O)F)N. Cell line: SK-MEL-2. Synergy scores: CSS=0.703, Synergy_ZIP=-1.65, Synergy_Bliss=-3.10, Synergy_Loewe=-16.6, Synergy_HSA=-6.81. (4) Drug 1: CC(C)CN1C=NC2=C1C3=CC=CC=C3N=C2N. Drug 2: C1C(C(OC1N2C=NC3=C2NC=NCC3O)CO)O. Cell line: OVCAR3. Synergy scores: CSS=-9.85, Synergy_ZIP=2.37, Synergy_Bliss=-4.78, Synergy_Loewe=-3.60, Synergy_HSA=-9.43. (5) Drug 1: CC1=C(C(=O)C2=C(C1=O)N3CC4C(C3(C2COC(=O)N)OC)N4)N. Drug 2: CC1=C(C(=CC=C1)Cl)NC(=O)C2=CN=C(S2)NC3=CC(=NC(=N3)C)N4CCN(CC4)CCO. Cell line: OVCAR3. Synergy scores: CSS=51.6, Synergy_ZIP=0.490, Synergy_Bliss=0.606, Synergy_Loewe=9.13, Synergy_HSA=12.7.